Dataset: Forward reaction prediction with 1.9M reactions from USPTO patents (1976-2016). Task: Predict the product of the given reaction. (1) The product is: [NH2:18][CH2:17][C:14]1[N:15]=[CH:16][C:11]([S:8]([C:5]2[CH:4]=[CH:3][C:2]([NH2:1])=[N:7][CH:6]=2)(=[O:10])=[O:9])=[CH:12][CH:13]=1. Given the reactants [NH2:1][C:2]1[N:7]=[CH:6][C:5]([S:8]([C:11]2[CH:12]=[CH:13][C:14]([C:17]#[N:18])=[N:15][CH:16]=2)(=[O:10])=[O:9])=[CH:4][CH:3]=1.[H][H], predict the reaction product. (2) Given the reactants [OH:1][NH:2]/[C:3](=[N:14]\[H])/[C:4]1[CH:9]=[CH:8][C:7]([C:10]([F:13])([F:12])[F:11])=[N:6][CH:5]=1.[O:16]=[C:17]1[C:22]([C:29]2[CH:34]=[CH:33][CH:32]=[CH:31][CH:30]=2)([C:23]2[CH:28]=[CH:27][CH:26]=[CH:25][CH:24]=2)[CH2:21][CH2:20][CH2:19][N:18]1[CH2:35][C:36](O)=O.Cl.C(N=C=NCCCN(C)C)C, predict the reaction product. The product is: [C:29]1([C:22]2([C:23]3[CH:24]=[CH:25][CH:26]=[CH:27][CH:28]=3)[CH2:21][CH2:20][CH2:19][N:18]([CH2:35][C:36]3[O:1][N:2]=[C:3]([C:4]4[CH:5]=[N:6][C:7]([C:10]([F:13])([F:12])[F:11])=[CH:8][CH:9]=4)[N:14]=3)[C:17]2=[O:16])[CH:34]=[CH:33][CH:32]=[CH:31][CH:30]=1. (3) Given the reactants ClC1N=C(N[C:9]2[CH:18]=[CH:17][C:16]([F:19])=[CH:15][C:10]=2[C:11]([NH:13][CH3:14])=[O:12])C(Cl)=CN=1.NC1C=CC=CC=1, predict the reaction product. The product is: [F:19][C:16]1[CH:17]=[CH:18][CH:9]=[C:10]([CH:15]=1)[C:11]([NH:13][CH3:14])=[O:12]. (4) The product is: [Cl:1][C:2]1[CH:7]=[CH:6][C:5]([CH:8]([NH:52][C:53]2[CH:54]=[CH:55][C:56](=[O:60])[N:57]([CH3:59])[CH:58]=2)[C:9]2[C:10]([C:24]([O:26][CH2:27][CH3:28])=[O:25])=[N:11][N:12]([CH2:15][C:16]3[CH:21]=[CH:20][C:19]([O:22][CH3:23])=[CH:18][CH:17]=3)[C:13]=2[CH3:14])=[CH:4][CH:3]=1. Given the reactants [Cl:1][C:2]1[CH:7]=[CH:6][C:5]([CH:8](O)[C:9]2[C:10]([C:24]([O:26][CH2:27][CH3:28])=[O:25])=[N:11][N:12]([CH2:15][C:16]3[CH:21]=[CH:20][C:19]([O:22][CH3:23])=[CH:18][CH:17]=3)[C:13]=2[CH3:14])=[CH:4][CH:3]=1.C(N(CC)CC)C.O(S(C)(=O)=O)S(C)(=O)=O.C(O)(=O)C(O)=O.[NH2:52][C:53]1[CH:54]=[CH:55][C:56](=[O:60])[N:57]([CH3:59])[CH:58]=1, predict the reaction product. (5) Given the reactants [CH3:1][O:2][C:3]1[CH:10]=[CH:9][C:6]([CH:7]=O)=[CH:5][CH:4]=1.[NH2:11][C:12]1[CH:13]=[C:14]([CH:19]=[CH:20][CH:21]=1)[C:15]([O:17][CH3:18])=[O:16], predict the reaction product. The product is: [CH3:1][O:2][C:3]1[CH:10]=[CH:9][C:6](/[CH:7]=[N:11]/[C:12]2[CH:13]=[C:14]([CH:19]=[CH:20][CH:21]=2)[C:15]([O:17][CH3:18])=[O:16])=[CH:5][CH:4]=1. (6) Given the reactants [CH2:1]([NH:3][C:4]1[CH:9]=[CH:8][N:7]=[CH:6][C:5]=1[NH2:10])[CH3:2].[C:11]([CH2:13][C:14](OCC)=O)#[N:12], predict the reaction product. The product is: [CH2:1]([N:3]1[C:4]2[CH:9]=[CH:8][N:7]=[CH:6][C:5]=2[N:10]=[C:14]1[CH2:13][C:11]#[N:12])[CH3:2]. (7) Given the reactants Cl[C:2]1[C:7]([C:8]([NH2:10])=[O:9])=[CH:6][N:5]=[C:4]2[N:11]([CH2:14][O:15][CH2:16][CH2:17][Si:18]([CH3:21])([CH3:20])[CH3:19])[CH:12]=[CH:13][C:3]=12.[CH2:22]([N:29]1[CH2:34][CH2:33][CH:32]([NH2:35])[CH2:31][CH2:30]1)[C:23]1[CH:28]=[CH:27][CH:26]=[CH:25][CH:24]=1.C(N(CC)C(C)C)(C)C, predict the reaction product. The product is: [CH2:22]([N:29]1[CH2:34][CH2:33][CH:32]([NH:35][C:2]2[C:7]([C:8]([NH2:10])=[O:9])=[CH:6][N:5]=[C:4]3[N:11]([CH2:14][O:15][CH2:16][CH2:17][Si:18]([CH3:21])([CH3:20])[CH3:19])[CH:12]=[CH:13][C:3]=23)[CH2:31][CH2:30]1)[C:23]1[CH:24]=[CH:25][CH:26]=[CH:27][CH:28]=1.